From a dataset of NCI-60 drug combinations with 297,098 pairs across 59 cell lines. Regression. Given two drug SMILES strings and cell line genomic features, predict the synergy score measuring deviation from expected non-interaction effect. (1) Drug 1: C1=NC2=C(N=C(N=C2N1C3C(C(C(O3)CO)O)O)F)N. Drug 2: CCC1(CC2CC(C3=C(CCN(C2)C1)C4=CC=CC=C4N3)(C5=C(C=C6C(=C5)C78CCN9C7C(C=CC9)(C(C(C8N6C)(C(=O)OC)O)OC(=O)C)CC)OC)C(=O)OC)O.OS(=O)(=O)O. Cell line: SF-295. Synergy scores: CSS=0.00650, Synergy_ZIP=-1.28, Synergy_Bliss=-1.66, Synergy_Loewe=-10.1, Synergy_HSA=-3.94. (2) Drug 1: C(=O)(N)NO. Drug 2: CC1=C(C(=O)C2=C(C1=O)N3CC4C(C3(C2COC(=O)N)OC)N4)N. Cell line: HCT116. Synergy scores: CSS=35.5, Synergy_ZIP=-0.786, Synergy_Bliss=-2.54, Synergy_Loewe=-38.6, Synergy_HSA=-1.39. (3) Drug 2: C(CC(=O)O)C(=O)CN.Cl. Drug 1: C1=NC2=C(N1)C(=S)N=CN2. Cell line: A498. Synergy scores: CSS=3.18, Synergy_ZIP=-3.09, Synergy_Bliss=-3.52, Synergy_Loewe=-3.91, Synergy_HSA=-2.45. (4) Drug 1: CS(=O)(=O)C1=CC(=C(C=C1)C(=O)NC2=CC(=C(C=C2)Cl)C3=CC=CC=N3)Cl. Drug 2: C1=CC=C(C=C1)NC(=O)CCCCCCC(=O)NO. Cell line: ACHN. Synergy scores: CSS=2.19, Synergy_ZIP=-2.35, Synergy_Bliss=-9.31, Synergy_Loewe=-19.8, Synergy_HSA=-11.4. (5) Drug 1: CC1=CC=C(C=C1)C2=CC(=NN2C3=CC=C(C=C3)S(=O)(=O)N)C(F)(F)F. Drug 2: C1CN(P(=O)(OC1)NCCCl)CCCl. Cell line: IGROV1. Synergy scores: CSS=-1.86, Synergy_ZIP=1.93, Synergy_Bliss=1.28, Synergy_Loewe=0.0431, Synergy_HSA=-1.42. (6) Drug 1: CCC1=CC2CC(C3=C(CN(C2)C1)C4=CC=CC=C4N3)(C5=C(C=C6C(=C5)C78CCN9C7C(C=CC9)(C(C(C8N6C)(C(=O)OC)O)OC(=O)C)CC)OC)C(=O)OC.C(C(C(=O)O)O)(C(=O)O)O. Drug 2: COC1=NC(=NC2=C1N=CN2C3C(C(C(O3)CO)O)O)N. Cell line: UACC62. Synergy scores: CSS=48.1, Synergy_ZIP=0.310, Synergy_Bliss=1.79, Synergy_Loewe=-59.2, Synergy_HSA=0.540.